This data is from Catalyst prediction with 721,799 reactions and 888 catalyst types from USPTO. The task is: Predict which catalyst facilitates the given reaction. (1) Reactant: [CH:1]([N:3]1[C:12]2[C:7](=[CH:8][C:9]([S:13](Cl)(=[O:15])=[O:14])=[CH:10][CH:11]=2)[CH2:6][CH2:5][CH2:4]1)=[O:2].[NH2:17][C:18]1[S:19][CH:20]=[CH:21][N:22]=1. Product: [S:19]1[CH:20]=[CH:21][N:22]=[C:18]1[NH:17][S:13]([C:9]1[CH:8]=[C:7]2[C:12](=[CH:11][CH:10]=1)[N:3]([CH:1]=[O:2])[CH2:4][CH2:5][CH2:6]2)(=[O:15])=[O:14]. The catalyst class is: 17. (2) Reactant: [Cl:1][C:2]1[CH:27]=[CH:26][C:5]([NH:6][C:7]2[C:16]3[C:11](=[CH:12][C:13]([O:19][CH2:20][CH:21](OC)OC)=[C:14]([O:17][CH3:18])[CH:15]=3)[N:10]=[CH:9][N:8]=2)=[C:4]([F:28])[CH:3]=1.C(O)(C(F)(F)F)=O.[CH:36]1([NH2:41])[CH2:40][CH2:39][CH2:38][CH2:37]1.C(O)(=O)C.C([BH3-])#N.[Na+]. Product: [Cl:1][C:2]1[CH:27]=[CH:26][C:5]([NH:6][C:7]2[C:16]3[C:11](=[CH:12][C:13]([O:19][CH2:20][CH2:21][NH:41][CH:36]4[CH2:40][CH2:39][CH2:38][CH2:37]4)=[C:14]([O:17][CH3:18])[CH:15]=3)[N:10]=[CH:9][N:8]=2)=[C:4]([F:28])[CH:3]=1. The catalyst class is: 6. (3) Reactant: Br[C:2]1[CH:3]=[CH:4][C:5]([O:13][CH3:14])=[C:6]([N:8]2[CH2:12][CH2:11][CH2:10][CH2:9]2)[CH:7]=1.[Li]C(C)(C)C.C(O[B:24]1[O:28][C:27]([CH3:30])([CH3:29])[C:26]([CH3:32])([CH3:31])[O:25]1)(C)C. Product: [CH3:14][O:13][C:5]1[CH:4]=[CH:3][C:2]([B:24]2[O:28][C:27]([CH3:30])([CH3:29])[C:26]([CH3:32])([CH3:31])[O:25]2)=[CH:7][C:6]=1[N:8]1[CH2:12][CH2:11][CH2:10][CH2:9]1. The catalyst class is: 1. (4) Reactant: [CH3:1][C:2]1[C:3]([NH:8][C:9]2[C:18]3[C:13](=[CH:14][C:15]([O:26][CH3:27])=[C:16]([S:19][CH:20]4[CH2:25][CH2:24][O:23][CH2:22][CH2:21]4)[CH:17]=3)[N:12]=[CH:11][CH:10]=2)=[N:4][NH:5][C:6]=1[CH3:7].[OH:28]OS([O-])=O.[K+].[OH2:34]. Product: [CH3:1][C:2]1[C:3]([NH:8][C:9]2[C:18]3[C:13](=[CH:14][C:15]([O:26][CH3:27])=[C:16]([S:19]([CH:20]4[CH2:25][CH2:24][O:23][CH2:22][CH2:21]4)(=[O:28])=[O:34])[CH:17]=3)[N:12]=[CH:11][CH:10]=2)=[N:4][NH:5][C:6]=1[CH3:7]. The catalyst class is: 1. (5) Reactant: Br.[CH2:2]([C:4]1([CH2:17][C:18]([O:20]CC)=[O:19])[CH2:13][CH2:12][C:11]2[C:6](=[CH:7][CH:8]=[C:9]([O:14]C)[CH:10]=2)[C:5]1=[O:16])[CH3:3]. Product: [CH2:2]([C:4]1([CH2:17][C:18]([OH:20])=[O:19])[CH2:13][CH2:12][C:11]2[C:6](=[CH:7][CH:8]=[C:9]([OH:14])[CH:10]=2)[C:5]1=[O:16])[CH3:3]. The catalyst class is: 6. (6) Reactant: [Br:1][C:2]1[CH:7]=[CH:6][C:5]([CH2:8][C:9]#[N:10])=[CH:4][CH:3]=1.[Cl:11][C:12]1[C:13]([F:20])=[C:14]([CH:17]=[CH:18][CH:19]=1)[CH:15]=O.C[O-].[Na+]. Product: [Br:1][C:2]1[CH:7]=[CH:6][C:5](/[C:8](=[CH:15]/[C:14]2[CH:17]=[CH:18][CH:19]=[C:12]([Cl:11])[C:13]=2[F:20])/[C:9]#[N:10])=[CH:4][CH:3]=1. The catalyst class is: 5. (7) Reactant: [CH3:1][C@@:2]1([OH:20])[C@H:6]([OH:7])[C@@H:5]([CH2:8][OH:9])[O:4][C@H:3]1[N:10]1[C:19]2[N:18]=[CH:17][N:16]=[C:14]([NH2:15])[C:13]=2N=[CH:11]1.[C:21]1(C)[CH:26]=CC(S(O)(=O)=O)=C[CH:22]=1.[CH3:32]OC(OC)(C)C. Product: [NH2:15][C:14]1[C:13]2[CH:32]=[CH:11][N:10]([C@H:3]3[C@:2]4([CH3:1])[O:20][C:21]([CH3:26])([CH3:22])[O:7][C@@H:6]4[C@@H:5]([CH2:8][OH:9])[O:4]3)[C:19]=2[N:18]=[CH:17][N:16]=1. The catalyst class is: 21. (8) Reactant: [CH2:1]([O:8][C:9]1[CH:10]=[CH:11][C:12]2[O:16][C:15]([CH:17]([CH:19]3[CH2:24][CH2:23][CH2:22][CH2:21][CH2:20]3)O)=[C:14]([CH3:25])[C:13]=2[CH:26]=1)[C:2]1[CH:7]=[CH:6][CH:5]=[CH:4][CH:3]=1.S(Cl)([Cl:29])=O.C(=O)([O-])O.[Na+]. Product: [CH2:1]([O:8][C:9]1[CH:10]=[CH:11][C:12]2[O:16][C:15]([CH:17]([Cl:29])[CH:19]3[CH2:24][CH2:23][CH2:22][CH2:21][CH2:20]3)=[C:14]([CH3:25])[C:13]=2[CH:26]=1)[C:2]1[CH:7]=[CH:6][CH:5]=[CH:4][CH:3]=1. The catalyst class is: 7. (9) Reactant: C([O-])(=O)C.[C:5]([O:9][C@@H:10]([C:16]1[C:31]([CH3:32])=[CH:30][C:19]2[N:20]=[C:21]([C:23]3[CH:28]=[CH:27][N:26]=[C:25](Cl)[N:24]=3)[S:22][C:18]=2[C:17]=1[C:33]1[CH:38]=[CH:37][C:36]([Cl:39])=[CH:35][CH:34]=1)[C:11]([O:13]CC)=[O:12])([CH3:8])([CH3:7])[CH3:6].[CH3:40][O:41][C:42]1[CH:43]=[C:44](B(O)O)[CH:45]=[CH:46][C:47]=1[O:48][CH3:49].C([O-])([O-])=O.[K+].[K+]. The catalyst class is: 73. Product: [C:5]([O:9][C@@H:10]([C:16]1[C:31]([CH3:32])=[CH:30][C:19]2[N:20]=[C:21]([C:23]3[CH:28]=[CH:27][N:26]=[C:25]([C:45]4[CH:44]=[CH:43][C:42]([O:41][CH3:40])=[C:47]([O:48][CH3:49])[CH:46]=4)[N:24]=3)[S:22][C:18]=2[C:17]=1[C:33]1[CH:34]=[CH:35][C:36]([Cl:39])=[CH:37][CH:38]=1)[C:11]([OH:13])=[O:12])([CH3:7])([CH3:6])[CH3:8].